This data is from Full USPTO retrosynthesis dataset with 1.9M reactions from patents (1976-2016). The task is: Predict the reactants needed to synthesize the given product. Given the product [CH2:15]([O:22][C:23]1[CH:28]=[C:27]([CH:26]=[CH:25][C:24]=1[N:30]1[CH2:31][C:32](=[O:43])[N:33]([CH2:37][CH2:38][Si:39]([CH3:40])([CH3:41])[CH3:42])[S:34]1(=[O:35])=[O:36])[CH2:2][C@@H:3]1[NH:9][C:8](=[O:10])[C:7]2[CH:11]=[CH:12][CH:13]=[CH:14][C:6]=2[CH:5]=[CH:4]1)[C:16]1[CH:21]=[CH:20][CH:19]=[CH:18][CH:17]=1, predict the reactants needed to synthesize it. The reactants are: I[CH2:2][C@@H:3]1[NH:9][C:8](=[O:10])[C:7]2[CH:11]=[CH:12][CH:13]=[CH:14][C:6]=2[CH:5]=[CH:4]1.[CH2:15]([O:22][C:23]1[CH:28]=[C:27](I)[CH:26]=[CH:25][C:24]=1[N:30]1[S:34](=[O:36])(=[O:35])[N:33]([CH2:37][CH2:38][Si:39]([CH3:42])([CH3:41])[CH3:40])[C:32](=[O:43])[CH2:31]1)[C:16]1[CH:21]=[CH:20][CH:19]=[CH:18][CH:17]=1.